Predict the product of the given reaction. From a dataset of Forward reaction prediction with 1.9M reactions from USPTO patents (1976-2016). (1) Given the reactants Cl.[CH3:2][S:3]([C:6]1[CH:11]=[CH:10][C:9]([NH:12]N)=[CH:8][CH:7]=1)(=[O:5])=[O:4].[C:14]([C:17]1[CH:22]=[CH:21][N:20]=[CH:19][CH:18]=1)(=O)[CH3:15].C(=O)([O-])O.[Na+], predict the reaction product. The product is: [CH3:2][S:3]([C:6]1[CH:11]=[C:10]2[C:9](=[CH:8][CH:7]=1)[NH:12][C:14]([C:17]1[CH:22]=[CH:21][N:20]=[CH:19][CH:18]=1)=[CH:15]2)(=[O:5])=[O:4]. (2) Given the reactants [NH2:1][C:2]1[NH:3][C:4](=[O:42])[C:5]2[N:6]=[CH:7][N:8]([C@@H:11]3[O:15][C@H:14]([CH2:16][NH:17][C:18]4[C:19](=[O:39])[C:20](=[O:38])[C:21]=4[NH:22][CH2:23][CH2:24][N:25]([CH3:37])[CH2:26]/[CH:27]=[CH:28]/[C:29](=[O:36])[N:30]4[CH2:35][CH2:34][NH:33][CH2:32][CH2:31]4)[C@@H:13]([OH:40])[C@H:12]3[OH:41])[C:9]=2[N:10]=1.[Cl:43][C:44]1[C:49]([I:50])=[CH:48][C:47]([NH:51][CH2:52][C:53](O)=[O:54])=[C:46]([O:56][CH3:57])[CH:45]=1.CN(C(ON1N=NC2C=CC=NC1=2)=[N+](C)C)C.F[P-](F)(F)(F)(F)F.CCN(C(C)C)C(C)C, predict the reaction product. The product is: [NH2:1][C:2]1[NH:3][C:4](=[O:42])[C:5]2[N:6]=[CH:7][N:8]([C@@H:11]3[O:15][C@H:14]([CH2:16][NH:17][C:18]4[C:19](=[O:39])[C:20](=[O:38])[C:21]=4[NH:22][CH2:23][CH2:24][N:25]([CH2:26]/[CH:27]=[CH:28]/[C:29]([N:30]4[CH2:35][CH2:34][N:33]([C:53](=[O:54])[CH2:52][NH:51][C:47]5[CH:48]=[C:49]([I:50])[C:44]([Cl:43])=[CH:45][C:46]=5[O:56][CH3:57])[CH2:32][CH2:31]4)=[O:36])[CH3:37])[C@@H:13]([OH:40])[C@H:12]3[OH:41])[C:9]=2[N:10]=1. (3) Given the reactants [CH3:1][C:2]1[O:3][C:4]2[CH2:9][N:8](C(OC(C)(C)C)=O)[CH2:7][C:5]=2[N:6]=1.Cl, predict the reaction product. The product is: [CH3:1][C:2]1[O:3][C:4]2[CH2:9][NH:8][CH2:7][C:5]=2[N:6]=1. (4) Given the reactants [Cl:1][C:2]1[CH:10]=[C:9]2[C:5]([CH:6]=[CH:7][NH:8]2)=[CH:4][C:3]=1B1OCC(C)(C)CO1.[C:19](=O)([O-])[O-:20].[K+].[K+].Br[C:26]1[CH:36]=[CH:35][C:29]([O:30][CH2:31][C:32]([NH2:34])=[O:33])=[CH:28][CH:27]=1, predict the reaction product. The product is: [Cl:1][C:2]1[CH:10]=[C:9]2[C:5]([C:6]([CH:19]=[O:20])=[CH:7][NH:8]2)=[CH:4][C:3]=1[C:26]1[CH:36]=[CH:35][C:29]([O:30][CH2:31][C:32]([NH2:34])=[O:33])=[CH:28][CH:27]=1. (5) Given the reactants [F:1][C:2]1[CH:3]=[C:4]([CH:34]=[CH:35][C:36]=1[F:37])[CH2:5][C:6]1([C:29](OCC)=[O:30])[CH2:11][CH2:10][CH2:9][N:8]2[C:12]([C:15]3[CH:20]=[CH:19][C:18]([C:21]4[O:25][C:24]([CH3:26])=[N:23][CH:22]=4)=[C:17]([O:27][CH3:28])[CH:16]=3)=[N:13][N:14]=[C:7]12.[H-].[Al+3].[Li+].[H-].[H-].[H-].O.O.O.O.O.O.O.O.O.O.S([O-])([O-])(=O)=O.[Na+].[Na+], predict the reaction product. The product is: [F:1][C:2]1[CH:3]=[C:4]([CH:34]=[CH:35][C:36]=1[F:37])[CH2:5][C:6]1([CH2:29][OH:30])[CH2:11][CH2:10][CH2:9][N:8]2[C:12]([C:15]3[CH:20]=[CH:19][C:18]([C:21]4[O:25][C:24]([CH3:26])=[N:23][CH:22]=4)=[C:17]([O:27][CH3:28])[CH:16]=3)=[N:13][N:14]=[C:7]12. (6) Given the reactants [NH2:1][C:2]1[CH:7]=[CH:6][C:5]([C:8]2[S:9][C:10]3[CH:16]=[C:15]([CH3:17])[CH:14]=[CH:13][C:11]=3[N:12]=2)=[CH:4][CH:3]=1.[C:18]([S-:20])#[N:19].[K+].O, predict the reaction product. The product is: [NH2:19][C:18]1[S:20][C:3]2[CH:4]=[C:5]([C:8]3[S:9][C:10]4[CH:16]=[C:15]([CH3:17])[CH:14]=[CH:13][C:11]=4[N:12]=3)[CH:6]=[CH:7][C:2]=2[N:1]=1. (7) Given the reactants [CH3:1][O:2][C:3]1[CH:8]=[CH:7][C:6]([C:9]2[S:13][C:12]([C:14]([OH:16])=O)=[C:11]([NH:17][C:18]([NH:20][C:21]3[C:26]([CH3:27])=[CH:25][C:24]([CH3:28])=[CH:23][C:22]=3[CH3:29])=[O:19])[CH:10]=2)=[CH:5][CH:4]=1.CN(C(ON1N=NC2C=CC=NC1=2)=[N+](C)C)C.F[P-](F)(F)(F)(F)F.CCN(C(C)C)C(C)C.Cl.[NH2:64][C@H:65]([C:70]([O:72][CH3:73])=[O:71])[CH2:66][CH2:67][CH2:68][CH3:69], predict the reaction product. The product is: [CH3:1][O:2][C:3]1[CH:4]=[CH:5][C:6]([C:9]2[S:13][C:12]([C:14]([NH:64][C@H:65]([C:70]([O:72][CH3:73])=[O:71])[CH2:66][CH2:67][CH2:68][CH3:69])=[O:16])=[C:11]([NH:17][C:18]([NH:20][C:21]3[C:22]([CH3:29])=[CH:23][C:24]([CH3:28])=[CH:25][C:26]=3[CH3:27])=[O:19])[CH:10]=2)=[CH:7][CH:8]=1. (8) Given the reactants [CH2:1]([O:3][C:4](=[O:21])/[CH:5]=[C:6](/[C:13]1[CH:18]=[C:17]([Cl:19])[CH:16]=[C:15]([Br:20])[CH:14]=1)\[C:7]1[S:8][C:9]([CH3:12])=[CH:10][N:11]=1)[CH3:2], predict the reaction product. The product is: [CH2:1]([O:3][C:4](=[O:21])[CH2:5][CH:6]([C:13]1[CH:18]=[C:17]([Cl:19])[CH:16]=[C:15]([Br:20])[CH:14]=1)[C:7]1[S:8][C:9]([CH3:12])=[CH:10][N:11]=1)[CH3:2].